From a dataset of Catalyst prediction with 721,799 reactions and 888 catalyst types from USPTO. Predict which catalyst facilitates the given reaction. Reactant: [CH3:1][O:2][C:3]1[CH:11]=[C:10]([O:12][CH3:13])[CH:9]=[C:8]2[C:4]=1[C:5](=[O:15])C(=O)[NH:7]2.[OH-:16].[Na+].OO.Cl. Product: [CH3:13][O:12][C:10]1[CH:9]=[C:8]([NH2:7])[C:4](=[C:3]([O:2][CH3:1])[CH:11]=1)[C:5]([OH:15])=[O:16]. The catalyst class is: 15.